Dataset: Full USPTO retrosynthesis dataset with 1.9M reactions from patents (1976-2016). Task: Predict the reactants needed to synthesize the given product. (1) The reactants are: [NH2:1][C@H:2]1[CH2:7][C@@H:6]([CH2:8][CH2:9][C:10]([O:12][C:13]([CH3:16])([CH3:15])[CH3:14])=[O:11])[C@@H:5]([NH:17][C:18](=[O:33])[CH2:19][NH:20][C:21](=[O:32])[C:22]2[CH:27]=[CH:26][CH:25]=[C:24]([C:28]([F:31])([F:30])[F:29])[CH:23]=2)[CH2:4][CH2:3]1.N[C@H:35]1[CH2:40][C@@H](CCC(O)=O)[C@@H](NC(=O)CNC(=O)C2C=CC=C(C(F)(F)F)C=2)C[CH2:36]1.[C:63](O[BH-](OC(=O)C)OC(=O)C)(=O)C.[Na+].C=O. Given the product [CH:35]([N:1]([CH3:63])[C@H:2]1[CH2:7][C@@H:6]([CH2:8][CH2:9][C:10]([O:12][C:13]([CH3:15])([CH3:14])[CH3:16])=[O:11])[C@@H:5]([NH:17][C:18](=[O:33])[CH2:19][NH:20][C:21](=[O:32])[C:22]2[CH:27]=[CH:26][CH:25]=[C:24]([C:28]([F:31])([F:30])[F:29])[CH:23]=2)[CH2:4][CH2:3]1)([CH3:40])[CH3:36], predict the reactants needed to synthesize it. (2) The reactants are: [Cl:1][C:2]1[N:7]=[CH:6][C:5]([NH2:8])=[C:4](I)[CH:3]=1.[Cl:10][C:11]1[CH:16]=[CH:15][C:14]([C:17]#[C:18][CH2:19][CH2:20][C:21]([O:23][CH3:24])=[O:22])=[CH:13][CH:12]=1. Given the product [Cl:1][C:2]1[CH:3]=[C:4]2[C:18]([CH2:19][CH2:20][C:21]([O:23][CH3:24])=[O:22])=[C:17]([C:14]3[CH:15]=[CH:16][C:11]([Cl:10])=[CH:12][CH:13]=3)[NH:8][C:5]2=[CH:6][N:7]=1, predict the reactants needed to synthesize it. (3) Given the product [NH2:1][C:4]1[CH:5]=[C:6]([CH:9]=[CH:10][C:11]=1[S:12][C:13]1[CH:18]=[CH:17][CH:16]=[CH:15][CH:14]=1)[CH2:7][NH:8][C:24](=[O:25])[O:23][C:19]([CH3:22])([CH3:21])[CH3:20], predict the reactants needed to synthesize it. The reactants are: [N+:1]([C:4]1[CH:5]=[C:6]([CH:9]=[CH:10][C:11]=1[S:12][C:13]1[CH:18]=[CH:17][CH:16]=[CH:15][CH:14]=1)[C:7]#[N:8])([O-])=O.[C:19]([O:23][C:24](O[C:24]([O:23][C:19]([CH3:22])([CH3:21])[CH3:20])=[O:25])=[O:25])([CH3:22])([CH3:21])[CH3:20].